Dataset: Forward reaction prediction with 1.9M reactions from USPTO patents (1976-2016). Task: Predict the product of the given reaction. (1) The product is: [Br:1][CH2:2][C:3]([NH:14][CH2:6][CH2:7][CH2:8][CH2:9][CH2:10][CH2:11][CH2:12][CH3:13])=[O:4]. Given the reactants [Br:1][CH2:2][C:3](Br)=[O:4].[CH2:6]([NH2:14])[CH2:7][CH2:8][CH2:9][CH2:10][CH2:11][CH2:12][CH3:13].O, predict the reaction product. (2) Given the reactants [OH-].[Li+].[CH3:3][C:4]1[N:8]([C:9]2[CH:10]=[CH:11][C:12]([CH2:15][C:16]([O:18]CC)=[O:17])=[N:13][CH:14]=2)[N:7]=[N:6][N:5]=1, predict the reaction product. The product is: [CH3:3][C:4]1[N:8]([C:9]2[CH:10]=[CH:11][C:12]([CH2:15][C:16]([OH:18])=[O:17])=[N:13][CH:14]=2)[N:7]=[N:6][N:5]=1. (3) Given the reactants [CH2:1]([O:8][C:9]([N:11]1[CH2:15][CH2:14][CH2:13][C@H:12]1[C:16](=[O:33])[NH:17][C:18]1[CH:23]=[CH:22][CH:21]=[C:20](B2OC(C)(C)C(C)(C)O2)[CH:19]=1)=[O:10])[C:2]1[CH:7]=[CH:6][CH:5]=[CH:4][CH:3]=1.[CH:34]1([NH:37][C:38]([C:40]2[N:41]=[C:42](Br)[S:43][CH:44]=2)=[O:39])[CH2:36][CH2:35]1.C([O-])(O)=O.[Na+].CN(C=O)C, predict the reaction product. The product is: [CH2:1]([O:8][C:9]([N:11]1[CH2:15][CH2:14][CH2:13][C@H:12]1[C:16](=[O:33])[NH:17][C:18]1[CH:23]=[CH:22][CH:21]=[C:20]([C:42]2[S:43][CH:44]=[C:40]([C:38](=[O:39])[NH:37][CH:34]3[CH2:36][CH2:35]3)[N:41]=2)[CH:19]=1)=[O:10])[C:2]1[CH:7]=[CH:6][CH:5]=[CH:4][CH:3]=1. (4) Given the reactants I[C:2]1[CH:10]=[C:9]([C:11]([O:13][CH3:14])=[O:12])[C:8]([CH3:15])=[C:7]2[C:3]=1[C:4]1[CH:19]=[C:18]([CH3:20])[CH:17]=[N:16][C:5]=1[NH:6]2.[CH2:21]([S:23]([C:26]1[CH:27]=[C:28](B(O)O)[CH:29]=[CH:30][CH:31]=1)(=[O:25])=[O:24])[CH3:22].C(=O)([O-])[O-].[K+].[K+].O, predict the reaction product. The product is: [CH2:21]([S:23]([C:26]1[CH:31]=[C:30]([C:2]2[CH:10]=[C:9]([C:11]([O:13][CH3:14])=[O:12])[C:8]([CH3:15])=[C:7]3[C:3]=2[C:4]2[CH:19]=[C:18]([CH3:20])[CH:17]=[N:16][C:5]=2[NH:6]3)[CH:29]=[CH:28][CH:27]=1)(=[O:24])=[O:25])[CH3:22]. (5) Given the reactants [CH3:1][N:2]1[CH:7]=[C:6](B2OC(C)(C)C(C)(C)O2)[CH:5]=[C:4]([NH:17][C:18]2[CH:23]=[CH:22][C:21]([N:24]3[CH2:29][CH2:28][N:27]([CH3:30])[CH2:26][CH2:25]3)=[CH:20][N:19]=2)[C:3]1=[O:31].C([O:35][CH2:36][C:37]1[C:42](B2OC(C)(C)C(C)(C)O2)=[CH:41][CH:40]=[CH:39][C:38]=1[N:52]1[CH2:64][CH2:63][C:62]2[N:61]3[C:56]([CH2:57][CH2:58][CH2:59][CH2:60]3)=[CH:55][C:54]=2[C:53]1=[O:65])(=O)C.C(=O)([O-])[O-].[Na+].[Na+].O.[OH-].[Li+], predict the reaction product. The product is: [OH:35][CH2:36][C:37]1[C:42]([C:6]2[CH:5]=[C:4]([NH:17][C:18]3[CH:23]=[CH:22][C:21]([N:24]4[CH2:25][CH2:26][N:27]([CH3:30])[CH2:28][CH2:29]4)=[CH:20][N:19]=3)[C:3](=[O:31])[N:2]([CH3:1])[CH:7]=2)=[CH:41][CH:40]=[CH:39][C:38]=1[N:52]1[CH2:64][CH2:63][C:62]2[N:61]3[C:56]([CH2:57][CH2:58][CH2:59][CH2:60]3)=[CH:55][C:54]=2[C:53]1=[O:65]. (6) Given the reactants [C:1]1([C:7]2[N:12]=[C:11]([C:13]3[CH:14]=[C:15]([CH:20]=[CH:21][CH:22]=3)[C:16]([O:18]C)=[O:17])[CH:10]=[CH:9][CH:8]=2)[CH:6]=[CH:5][CH:4]=[CH:3][CH:2]=1.[OH-].[Na+], predict the reaction product. The product is: [C:1]1([C:7]2[N:12]=[C:11]([C:13]3[CH:14]=[C:15]([CH:20]=[CH:21][CH:22]=3)[C:16]([OH:18])=[O:17])[CH:10]=[CH:9][CH:8]=2)[CH:2]=[CH:3][CH:4]=[CH:5][CH:6]=1.